From a dataset of Forward reaction prediction with 1.9M reactions from USPTO patents (1976-2016). Predict the product of the given reaction. (1) Given the reactants [NH2:1][C:2]1[N:10]=[CH:9][CH:8]=[CH:7][C:3]=1[C:4]([OH:6])=[O:5].[CH3:11][Si](C=[N+]=[N-])(C)C, predict the reaction product. The product is: [CH3:11][O:5][C:4](=[O:6])[C:3]1[CH:7]=[CH:8][CH:9]=[N:10][C:2]=1[NH2:1]. (2) The product is: [Cl:1][C:2]1[C:10]2[N:9]=[C:8]([NH:11][C:12]3[C:17]([CH3:18])=[CH:16][C:15]([Cl:19])=[CH:14][C:13]=3[O:20][CH3:21])[N:7]([CH2:22][C:23]([OH:25])=[O:24])[C:6]=2[C:5]([CH:29]([CH2:32][CH3:33])[CH2:30][CH3:31])=[CH:4][CH:3]=1. Given the reactants [Cl:1][C:2]1[C:10]2[N:9]=[C:8]([NH:11][C:12]3[C:17]([CH3:18])=[CH:16][C:15]([Cl:19])=[CH:14][C:13]=3[O:20][CH3:21])[N:7]([CH2:22][C:23]([O:25]C(C)C)=[O:24])[C:6]=2[C:5]([CH:29]([CH2:32][CH3:33])[CH2:30][CH3:31])=[CH:4][CH:3]=1.[OH-].[Na+].O.Cl, predict the reaction product. (3) Given the reactants [F:1][C:2]([F:15])([F:14])[C:3](=O)[CH:4]=[CH:5][NH:6][CH:7]=[CH:8][C:9]([O:11][CH3:12])=[O:10].Cl, predict the reaction product. The product is: [F:1][C:2]([F:15])([F:14])[C:3]1[CH:4]=[CH:5][N:6]=[CH:7][C:8]=1[C:9]([O:11][CH3:12])=[O:10]. (4) The product is: [CH3:1][O:2][C:3]([C:5]1[S:6][C:7]([C:11]#[C:12][C:13]([CH3:16])([CH3:15])[CH3:14])=[CH:8][C:9]=1[NH:10][C@H:26]1[CH2:25][CH2:24][C@H:23]([O:22][CH:19]2[CH2:20][CH2:21][O:17][CH2:18]2)[CH2:28][CH2:27]1)=[O:4]. Given the reactants [CH3:1][O:2][C:3]([C:5]1[S:6][C:7]([C:11]#[C:12][C:13]([CH3:16])([CH3:15])[CH3:14])=[CH:8][C:9]=1[NH2:10])=[O:4].[O:17]1[CH2:21][CH2:20][C@H:19]([O:22][CH:23]2[CH2:28][CH2:27][C:26](=O)[CH2:25][CH2:24]2)[CH2:18]1.C(O)(C(F)(F)F)=O.C([SiH](CC)CC)C, predict the reaction product. (5) Given the reactants [Cl:1][C:2]1[CH:3]=[C:4]([C:8]2[O:12][N:11]=[C:10]([CH2:13][NH:14][CH:15]3[CH2:17][CH2:16]3)[CH:9]=2)[CH:5]=[CH:6][CH:7]=1.[CH3:18][N:19]=[C:20]=[S:21], predict the reaction product. The product is: [Cl:1][C:2]1[CH:3]=[C:4]([C:8]2[O:12][N:11]=[C:10]([CH2:13][N:14]([CH:15]3[CH2:16][CH2:17]3)[C:20]([NH:19][CH3:18])=[S:21])[CH:9]=2)[CH:5]=[CH:6][CH:7]=1.